From a dataset of Catalyst prediction with 721,799 reactions and 888 catalyst types from USPTO. Predict which catalyst facilitates the given reaction. (1) Reactant: [OH-].[Na+].[CH3:3][C:4]1[NH:8][C:7]([C:9](OCC)=[O:10])=[C:6]([NH:14][C:15](=[NH:20])[CH2:16][CH2:17][CH2:18][CH3:19])[CH:5]=1.O.C(O)(=O)CC(CC(O)=O)(C(O)=O)O. Product: [CH2:16]([C:15]1[NH:20][C:9](=[O:10])[C:7]2[NH:8][C:4]([CH3:3])=[CH:5][C:6]=2[N:14]=1)[CH2:17][CH2:18][CH3:19]. The catalyst class is: 8. (2) The catalyst class is: 100. Product: [CH3:32][O:24][C:23]([C:13]1[N:14]2[C:10]([CH:9]([O:8][CH:5]3[CH2:4][CH2:3][N:2]([CH3:1])[CH2:7][CH2:6]3)[C:18]3[CH:19]=[CH:20][CH:21]=[CH:22][C:17]=3[CH2:16][CH2:15]2)=[N:11][C:12]=1[C:26]1[CH:27]=[CH:28][CH:29]=[CH:30][CH:31]=1)=[O:25]. Reactant: [CH3:1][N:2]1[CH2:7][CH2:6][CH:5]([O:8][CH:9]2[C:18]3[CH:19]=[CH:20][CH:21]=[CH:22][C:17]=3[CH2:16][CH2:15][N:14]3[C:10]2=[N:11][C:12]([C:26]2[CH:31]=[CH:30][CH:29]=[CH:28][CH:27]=2)=[C:13]3[C:23]([OH:25])=[O:24])[CH2:4][CH2:3]1.[CH3:32][Si](C=[N+]=[N-])(C)C.O. (3) Product: [CH:1]1([CH2:4][O:5][C:6]2[C:11]([CH2:12][CH3:13])=[CH:10][CH:9]=[CH:8][C:7]=2/[CH:14]=[CH:15]/[C:16]2[N:17]=[C:18]3[S:25][CH:24]=[CH:23][N:19]3[C:20](=[O:22])[C:21]=2[I:26])[CH2:2][CH2:3]1. The catalyst class is: 47. Reactant: [CH:1]1([CH2:4][O:5][C:6]2[C:11]([CH2:12][CH3:13])=[CH:10][CH:9]=[CH:8][C:7]=2/[CH:14]=[CH:15]/[C:16]2[N:17]=[C:18]3[S:25][CH:24]=[CH:23][N:19]3[C:20](=[O:22])[CH:21]=2)[CH2:3][CH2:2]1.[I:26]N1C(=O)CCC1=O. (4) The catalyst class is: 137. Product: [Br:28][C:27]1[CH:26]=[C:25]2[C:16]([N:17]3[C:22]([CH2:23][O:24]2)=[N:21][NH:20][C:19](=[O:29])[C@H:18]3[CH3:30])=[CH:15][C:14]=1[NH:13][C:10]1([CH3:12])[CH2:9][NH:8][CH2:11]1. Reactant: C(OC([N:8]1[CH2:11][C:10]([NH:13][C:14]2[CH:15]=[C:16]3[C:25](=[CH:26][C:27]=2[Br:28])[O:24][CH2:23][C:22]2[N:17]3[C@H:18]([CH3:30])[C:19](=[O:29])[NH:20][N:21]=2)([CH3:12])[CH2:9]1)=O)(C)(C)C. (5) Reactant: [OH-].[K+].[O:3]=[C:4]([CH2:21][CH2:22][CH2:23][CH2:24][C:25]([C:32]([O:34]CC)=[O:33])([C:27]([O:29][CH2:30][CH3:31])=[O:28])[CH3:26])[CH2:5][CH2:6][CH2:7][CH2:8][C:9]([C:16]([O:18]CC)=[O:17])([C:11]([O:13][CH2:14][CH3:15])=[O:12])[CH3:10]. Product: [CH2:14]([O:13][C:11]([C:9]([CH3:10])([CH2:8][CH2:7][CH2:6][CH2:5][C:4](=[O:3])[CH2:21][CH2:22][CH2:23][CH2:24][C:25]([C:27]([O:29][CH2:30][CH3:31])=[O:28])([CH3:26])[C:32]([OH:34])=[O:33])[C:16]([OH:18])=[O:17])=[O:12])[CH3:15]. The catalyst class is: 14. (6) Reactant: [NH2:1][C:2]1[CH:3]=[N:4][CH:5]=[CH:6][C:7]=1[NH2:8].[C:9](O[C:9]([O:11][C:12]([CH3:15])([CH3:14])[CH3:13])=[O:10])([O:11][C:12]([CH3:15])([CH3:14])[CH3:13])=[O:10].Cl. Product: [C:12]([O:11][C:9](=[O:10])[NH:8][C:7]1[CH:6]=[CH:5][N:4]=[CH:3][C:2]=1[NH2:1])([CH3:15])([CH3:14])[CH3:13]. The catalyst class is: 4. (7) Reactant: [F:1][C:2]1[CH:3]=[C:4]([OH:8])[CH:5]=[CH:6][CH:7]=1.[Br:9][CH2:10][CH2:11][CH2:12]Br.C([O-])([O-])=O.[Cs+].[Cs+]. Product: [F:1][C:2]1[CH:3]=[C:4]([O:8][CH2:12][CH2:11][CH2:10][Br:9])[CH:5]=[CH:6][CH:7]=1. The catalyst class is: 10.